This data is from Reaction yield outcomes from USPTO patents with 853,638 reactions. The task is: Predict the reaction yield, written as a fraction of the theoretical maximum amount of product (1.0 means a 100% yield; for example, 0.34 means a 34% yield). The reactants are I[C:2]1[C:10]2[C:5](=[N:6][CH:7]=[N:8][C:9]=2[NH2:11])[NH:4][N:3]=1.[CH3:12][O:13][C:14]1[CH:15]=[C:16](B(O)O)[CH:17]=[CH:18][CH:19]=1.C(=O)([O-])[O-].[Na+].[Na+].Cl. The catalyst is CN(C=O)C.C(O)C.O.ClCCl. The product is [CH3:12][O:13][C:14]1[CH:19]=[C:18]([C:2]2[C:10]3[C:5](=[N:6][CH:7]=[N:8][C:9]=3[NH2:11])[NH:4][N:3]=2)[CH:17]=[CH:16][CH:15]=1. The yield is 0.270.